From a dataset of NCI-60 drug combinations with 297,098 pairs across 59 cell lines. Regression. Given two drug SMILES strings and cell line genomic features, predict the synergy score measuring deviation from expected non-interaction effect. Drug 2: CC(C1=C(C=CC(=C1Cl)F)Cl)OC2=C(N=CC(=C2)C3=CN(N=C3)C4CCNCC4)N. Synergy scores: CSS=34.9, Synergy_ZIP=0.882, Synergy_Bliss=-1.85, Synergy_Loewe=-9.11, Synergy_HSA=-2.74. Drug 1: COC1=C(C=C2C(=C1)N=CN=C2NC3=CC(=C(C=C3)F)Cl)OCCCN4CCOCC4. Cell line: NCI-H322M.